From a dataset of Full USPTO retrosynthesis dataset with 1.9M reactions from patents (1976-2016). Predict the reactants needed to synthesize the given product. (1) Given the product [N:1]1([CH2:10][C:11]2[CH:12]=[CH:13][C:14]([Br:21])=[C:15]([CH:20]=2)[CH:16]=[O:17])[C:5]2[CH:6]=[CH:7][CH:8]=[CH:9][C:4]=2[N:3]=[CH:2]1, predict the reactants needed to synthesize it. The reactants are: [N:1]1([CH2:10][C:11]2[CH:12]=[CH:13][C:14]([Br:21])=[C:15]([CH:20]=2)[C:16](OC)=[O:17])[C:5]2[CH:6]=[CH:7][CH:8]=[CH:9][C:4]=2[N:3]=[CH:2]1.[BH4-].[Na+]. (2) Given the product [NH2:18][C:10]1[O:11][C@H:12]([C:14]([F:16])([F:17])[F:15])[CH2:13][C@:8]([C:6]2[CH:7]=[C:2]([NH:1][C:29]([C:26]3[CH:25]=[N:24][C:23]([CH2:22][F:21])=[CH:28][N:27]=3)=[O:30])[CH:3]=[CH:4][C:5]=2[F:20])([CH3:19])[N:9]=1, predict the reactants needed to synthesize it. The reactants are: [NH2:1][C:2]1[CH:3]=[CH:4][C:5]([F:20])=[C:6]([C@:8]2([CH3:19])[CH2:13][C@@H:12]([C:14]([F:17])([F:16])[F:15])[O:11][C:10]([NH2:18])=[N:9]2)[CH:7]=1.[F:21][CH2:22][C:23]1[N:24]=[CH:25][C:26]([C:29](O)=[O:30])=[N:27][CH:28]=1.